Task: Predict the reaction yield, written as a fraction of the theoretical maximum amount of product (1.0 means a 100% yield; for example, 0.34 means a 34% yield).. Dataset: Reaction yield outcomes from USPTO patents with 853,638 reactions The product is [CH2:43]([O:42][C:40]([NH:39][CH:35]([C:31]([OH:34])([PH2:32]=[O:33])[CH:7]([CH2:8][C:9]1[CH:10]=[N:11][C:12]([NH:16][C:17]([O:19][C:20]([CH3:22])([CH3:21])[CH3:23])=[O:18])=[C:13]([CH3:15])[CH:14]=1)[C:6]([OH:50])=[O:5])[CH:36]([CH3:38])[CH3:37])=[O:41])[C:44]1[CH:49]=[CH:48][CH:47]=[CH:46][CH:45]=1. The yield is 0.638. The catalyst is C(#N)C. The reactants are [Li+].[OH-].C([O:5][C:6](=[O:50])[CH:7]([C:31]([CH:35]([NH:39][C:40]([O:42][CH2:43][C:44]1[CH:49]=[CH:48][CH:47]=[CH:46][CH:45]=1)=[O:41])[CH:36]([CH3:38])[CH3:37])([OH:34])[PH2:32]=[O:33])[CH2:8][C:9]1[CH:10]=[N:11][C:12]([N:16](C(OC(C)(C)C)=O)[C:17]([O:19][C:20]([CH3:23])([CH3:22])[CH3:21])=[O:18])=[C:13]([CH3:15])[CH:14]=1)C.CO.